This data is from Forward reaction prediction with 1.9M reactions from USPTO patents (1976-2016). The task is: Predict the product of the given reaction. (1) Given the reactants C(O)(=O)C.[CH3:5][O:6][C:7]([C:9]1[CH:23]=[CH:22][C:12]([O:13][CH2:14][C:15]2([OH:21])[CH2:20][CH2:19][NH:18][CH2:17][CH2:16]2)=[CH:11][CH:10]=1)=[O:8].[C:24]([C:26]1[CH:31]=[CH:30][C:29]([CH2:32][CH:33]=O)=[CH:28][CH:27]=1)#[N:25].C(O[BH-](OC(=O)C)OC(=O)C)(=O)C.[Na+], predict the reaction product. The product is: [C:24]([C:26]1[CH:31]=[CH:30][C:29]([CH2:32][CH2:33][N:18]2[CH2:17][CH2:16][C:15]([CH2:14][O:13][C:12]3[CH:11]=[CH:10][C:9]([C:7]([O:6][CH3:5])=[O:8])=[CH:23][CH:22]=3)([OH:21])[CH2:20][CH2:19]2)=[CH:28][CH:27]=1)#[N:25]. (2) Given the reactants [CH3:1][C:2]1[NH:7][C:6](=[S:8])[NH:5][C:4](=[O:9])[C:3]=1[CH:10]([CH3:12])[CH3:11].I[CH3:14], predict the reaction product. The product is: [CH3:1][C:2]1[N:7]=[C:6]([S:8][CH3:14])[NH:5][C:4](=[O:9])[C:3]=1[CH:10]([CH3:12])[CH3:11]. (3) Given the reactants [NH2:1][CH2:2][CH2:3][CH2:4][CH2:5][CH2:6][C:7]([CH3:16])([C:10]1[CH:15]=[CH:14][CH:13]=[CH:12][CH:11]=1)[CH2:8][OH:9].CC1C=CC(S(O)(=O)=O)=CC=1.O.[O:29]1[CH:34]=[CH:33][CH2:32][CH2:31][CH2:30]1.C([O-])([O-])=O.[K+].[K+], predict the reaction product. The product is: [CH3:16][C:7]([C:10]1[CH:11]=[CH:12][CH:13]=[CH:14][CH:15]=1)([CH2:8][O:9][CH:30]1[CH2:31][CH2:32][CH2:33][CH2:34][O:29]1)[CH2:6][CH2:5][CH2:4][CH2:3][CH2:2][NH2:1]. (4) Given the reactants NC1C=C(C=C)C([O:15][C:16]([F:19])([F:18])[F:17])=CC=1C(OCC)=O.[NH2:20][C:21]1[CH:31]=[C:30]([CH:32]([OH:35])[CH2:33][OH:34])[C:29](C(F)(F)F)=[CH:28][C:22]=1[C:23]([O:25][CH2:26][CH3:27])=[O:24], predict the reaction product. The product is: [NH2:20][C:21]1[CH:31]=[C:30]([CH:32]([OH:35])[CH2:33][OH:34])[C:29]([O:15][C:16]([F:19])([F:18])[F:17])=[CH:28][C:22]=1[C:23]([O:25][CH2:26][CH3:27])=[O:24].